From a dataset of Reaction yield outcomes from USPTO patents with 853,638 reactions. Predict the reaction yield, written as a fraction of the theoretical maximum amount of product (1.0 means a 100% yield; for example, 0.34 means a 34% yield). (1) The reactants are [CH2:1]([N:3]1[CH2:8][C:7]([CH3:10])([CH3:9])[O:6][C:5](=[O:11])[CH:4]1[CH2:12][C:13]([OH:15])=O)[CH3:2].C(N(C(C)C)CC)(C)C.CN(C(ON1N=NC2C=CC=NC1=2)=[N+](C)C)C.F[P-](F)(F)(F)(F)F.[F:49][C:50]([F:54])([F:53])[CH2:51][NH2:52]. The catalyst is CN(C=O)C. The product is [CH2:1]([N:3]1[CH2:8][C:7]([CH3:9])([CH3:10])[O:6][C:5](=[O:11])[CH:4]1[CH2:12][C:13]([NH:52][CH2:51][C:50]([F:54])([F:53])[F:49])=[O:15])[CH3:2]. The yield is 0.650. (2) The reactants are [F:1][C:2]([F:6])([F:5])[CH2:3][OH:4].[H-].[Na+].[NH2:9][C:10]1[N:15]=[C:14](Cl)[CH:13]=[C:12]([C:17]([F:20])([F:19])[F:18])[N:11]=1. The catalyst is C1COCC1. The product is [NH2:9][C:10]1[N:15]=[C:14]([O:4][CH2:3][C:2]([F:6])([F:5])[F:1])[CH:13]=[C:12]([C:17]([F:20])([F:18])[F:19])[N:11]=1. The yield is 0.740. (3) The reactants are [NH2:1][C:2]1[CH:3]=[C:4]2[C:8](=[CH:9][CH:10]=1)[NH:7][CH:6]=[C:5]2[CH:11]1[CH2:16][CH2:15][CH:14]([N:17]([CH2:25][CH3:26])[C:18](=[O:24])[O:19][C:20]([CH3:23])([CH3:22])[CH3:21])[CH2:13][CH2:12]1.I.CS[C:30]([C:32]1[S:33][CH:34]=[CH:35][CH:36]=1)=[NH:31]. The catalyst is C(O)C. The yield is 0.600. The product is [CH2:25]([N:17]([CH:14]1[CH2:13][CH2:12][CH:11]([C:5]2[C:4]3[C:8](=[CH:9][CH:10]=[C:2]([NH:1][C:30]([C:32]4[S:33][CH:34]=[CH:35][CH:36]=4)=[NH:31])[CH:3]=3)[NH:7][CH:6]=2)[CH2:16][CH2:15]1)[C:18](=[O:24])[O:19][C:20]([CH3:21])([CH3:22])[CH3:23])[CH3:26]. (4) The reactants are [CH3:1][O:2][C:3]([C:5]1[CH:6]=[C:7]([Cl:24])[CH:8]=[C:9]2[C:14]=1[NH:13][CH:12]([C:15]1[CH:20]=[CH:19][CH:18]=[C:17](Br)[CH:16]=1)[C:11]([CH3:23])([CH3:22])[CH2:10]2)=[O:4].[NH:25]1[CH2:30][CH2:29][O:28][CH2:27][CH2:26]1.Cl.CN(C)CC(O)=O.C(=O)([O-])[O-].[K+].[K+]. The catalyst is CS(C)=O.[Cu]I. The product is [CH3:1][O:2][C:3]([C:5]1[CH:6]=[C:7]([Cl:24])[CH:8]=[C:9]2[C:14]=1[NH:13][CH:12]([C:15]1[CH:20]=[CH:19][CH:18]=[C:17]([N:25]3[CH2:30][CH2:29][O:28][CH2:27][CH2:26]3)[CH:16]=1)[C:11]([CH3:23])([CH3:22])[CH2:10]2)=[O:4]. The yield is 0.800. (5) The reactants are [S:1]1[CH:5]=[CH:4][C:3]([CH:6]=O)=[CH:2]1.C1(P(=[CH:27][C:28]([O:30][CH2:31][CH3:32])=[O:29])(C2C=CC=CC=2)C2C=CC=CC=2)C=CC=CC=1. The catalyst is C1COCC1. The product is [S:1]1[CH:5]=[CH:4][C:3]([CH:6]=[CH:27][C:28]([O:30][CH2:31][CH3:32])=[O:29])=[CH:2]1. The yield is 0.830. (6) The reactants are [O:1]1[CH2:6][CH2:5][N:4]([C:7]2[N:12]=[C:11]([N:13]3[CH2:18][CH2:17][O:16][CH2:15][CH2:14]3)[N:10]=[C:9]([C:19]3[CH:24]=[CH:23][C:22]([CH2:25][C:26]([OH:28])=O)=[CH:21][CH:20]=3)[N:8]=2)[CH2:3][CH2:2]1.[NH2:29][C:30]1[CH:31]=[N:32][CH:33]=[CH:34][CH:35]=1. No catalyst specified. The product is [N:4]1([C:7]2[N:12]=[C:11]([N:13]3[CH2:18][CH2:17][O:16][CH2:15][CH2:14]3)[N:10]=[C:9]([C:19]3[CH:20]=[CH:21][C:22]([CH2:25][C:26]([NH:29][C:30]4[CH:31]=[N:32][CH:33]=[CH:34][CH:35]=4)=[O:28])=[CH:23][CH:24]=3)[N:8]=2)[CH2:5][CH2:6][O:1][CH2:2][CH2:3]1. The yield is 0.440. (7) The reactants are O[CH2:2][C:3]1[C:7]([C:8]([O:10][CH2:11][CH3:12])=[O:9])=[C:6]([CH3:13])[NH:5][N:4]=1.O1CCOCC1.[ClH:20].Cl.S(Cl)([Cl:24])=O. The catalyst is CCOCC. The product is [ClH:24].[Cl:20][CH2:2][C:3]1[C:7]([C:8]([O:10][CH2:11][CH3:12])=[O:9])=[C:6]([CH3:13])[NH:5][N:4]=1. The yield is 0.960.